This data is from Forward reaction prediction with 1.9M reactions from USPTO patents (1976-2016). The task is: Predict the product of the given reaction. Given the reactants [CH2:1]([Li])CCC.C(NC(C)C)(C)C.[CH:13]1([CH2:16][C:17]([O:19]C)=O)[CH2:15][CH2:14]1.C(OCC)=O.Cl.[F:27][C:28]1[CH:29]=[CH:30][C:31]2[N:32]([C:34]([C:37](=[NH:39])[NH2:38])=[CH:35][N:36]=2)[CH:33]=1, predict the reaction product. The product is: [CH:13]1([C:16]2[C:17]([OH:19])=[N:39][C:37]([C:34]3[N:32]4[CH:33]=[C:28]([F:27])[CH:29]=[CH:30][C:31]4=[N:36][CH:35]=3)=[N:38][CH:1]=2)[CH2:14][CH2:15]1.